Predict the reaction yield, written as a fraction of the theoretical maximum amount of product (1.0 means a 100% yield; for example, 0.34 means a 34% yield). From a dataset of Reaction yield outcomes from USPTO patents with 853,638 reactions. The reactants are [F:1][C:2]1[CH:17]=[C:16]([N+:18]([O-])=O)[CH:15]=[CH:14][C:3]=1[O:4][C:5]1[C:10]2=[CH:11][CH:12]=[CH:13][N:9]2[N:8]=[CH:7][N:6]=1.[Cl-].[NH4+]. The catalyst is O1CCCC1.CO.[Zn]. The product is [F:1][C:2]1[CH:17]=[C:16]([NH2:18])[CH:15]=[CH:14][C:3]=1[O:4][C:5]1[C:10]2=[CH:11][CH:12]=[CH:13][N:9]2[N:8]=[CH:7][N:6]=1. The yield is 0.920.